Predict the reactants needed to synthesize the given product. From a dataset of Full USPTO retrosynthesis dataset with 1.9M reactions from patents (1976-2016). (1) Given the product [O:21]=[C:8]1[N:9]([C:11]2[CH:12]=[N:13][C:14]([C:17]([F:19])([F:18])[F:20])=[CH:15][CH:16]=2)[CH2:10][CH:6]([CH:4]([CH3:3])[CH3:5])[N:7]1[CH2:23][C:24]([NH:26][C:27]1[CH:32]=[CH:31][CH:30]=[C:29]([C:33]([F:34])([F:35])[F:36])[CH:28]=1)=[O:25], predict the reactants needed to synthesize it. The reactants are: [H-].[Na+].[CH3:3][CH:4]([CH:6]1[CH2:10][N:9]([C:11]2[CH:12]=[N:13][C:14]([C:17]([F:20])([F:19])[F:18])=[CH:15][CH:16]=2)[C:8](=[O:21])[NH:7]1)[CH3:5].Cl[CH2:23][C:24]([NH:26][C:27]1[CH:32]=[CH:31][CH:30]=[C:29]([C:33]([F:36])([F:35])[F:34])[CH:28]=1)=[O:25].C(=O)([O-])O.[Na+]. (2) Given the product [CH:24]([N:23]1[C:19]([C:17]2[N:18]=[C:11]3[C:10]4[CH:27]=[N:28][C:7]([N:31]5[CH2:35][CH:34]=[CH:33][C@H:32]5[C:36]([NH2:38])=[O:37])=[CH:8][C:9]=4[O:15][CH2:14][CH2:13][N:12]3[CH:16]=2)=[N:20][CH:21]=[N:22]1)([CH3:25])[CH3:26], predict the reactants needed to synthesize it. The reactants are: FC(F)(F)S(O[C:7]1[N:28]=[CH:27][C:10]2[C:11]3[N:12]([CH:16]=[C:17]([C:19]4[N:23]([CH:24]([CH3:26])[CH3:25])[N:22]=[CH:21][N:20]=4)[N:18]=3)[CH2:13][CH2:14][O:15][C:9]=2[CH:8]=1)(=O)=O.[NH:31]1[CH2:35][CH:34]=[CH:33][C@H:32]1[C:36]([NH2:38])=[O:37]. (3) Given the product [C:1]1([C:7]2[N:8]=[C:9]([NH:18][C:24](=[O:25])[C:23]3[CH:27]=[CH:28][C:20]([CH3:19])=[CH:21][CH:22]=3)[S:10][C:11]=2[C:12]2[CH:13]=[CH:14][CH:15]=[CH:16][CH:17]=2)[CH:2]=[CH:3][CH:4]=[CH:5][CH:6]=1, predict the reactants needed to synthesize it. The reactants are: [C:1]1([C:7]2[N:8]=[C:9]([NH2:18])[S:10][C:11]=2[C:12]2[CH:17]=[CH:16][CH:15]=[CH:14][CH:13]=2)[CH:6]=[CH:5][CH:4]=[CH:3][CH:2]=1.[CH3:19][C:20]1[CH:28]=[CH:27][C:23]([C:24](Cl)=[O:25])=[CH:22][CH:21]=1.C(N(CC)CC)C. (4) Given the product [Si:22]([O:21][C@@H:20]1[C@H:19]([CH2:15][O:14][Si:7]([C:10]([CH3:12])([CH3:11])[CH3:13])([CH3:9])[CH3:8])[CH2:18][C@@H:17]([O:29][C:30]2[CH:35]=[CH:34][N:33]=[C:32]([NH:47][C@@H:43]3[C:44]4[C:40](=[CH:39][C:38]([Cl:37])=[CH:46][CH:45]=4)[C:41]([CH3:49])([CH3:48])[CH2:42]3)[CH:31]=2)[CH2:16]1)([C:25]([CH3:27])([CH3:28])[CH3:26])([CH3:24])[CH3:23], predict the reactants needed to synthesize it. The reactants are: CC(C)([O-])C.[K+].[Si:7]([O:14][C@@H:15]1[C@H:19]([CH2:20][O:21][Si:22]([C:25]([CH3:28])([CH3:27])[CH3:26])([CH3:24])[CH3:23])[CH2:18][C@@H:17]([O:29][C:30]2[CH:35]=[CH:34][N:33]=[C:32](Cl)[CH:31]=2)[CH2:16]1)([C:10]([CH3:13])([CH3:12])[CH3:11])([CH3:9])[CH3:8].[Cl:37][C:38]1[CH:39]=[C:40]2[C:44](=[CH:45][CH:46]=1)[C@@H:43]([NH2:47])[CH2:42][C:41]2([CH3:49])[CH3:48].CCOC(C)=O.